From a dataset of Forward reaction prediction with 1.9M reactions from USPTO patents (1976-2016). Predict the product of the given reaction. Given the reactants [N+:1]([C:4]1[CH:13]=[CH:12][C:11]([C:14]#[N:15])=[C:10]2[C:5]=1[CH:6]=[CH:7][CH:8]=[N:9]2)([O-])=O.C1C2C(=C(NC(=O)C)C=CC=2)CC1.N(C1C2CCCCC=2C(C#N)=CC=1)=C=O.[OH:44][C@H:45]1[C@@H:52]2[N:48]([C:49](=[O:66])N(C3C4CCCCC=4C(C#N)=CC=3)[C:51]2=[O:53])[CH2:47][CH2:46]1, predict the reaction product. The product is: [OH:44][C@H:45]1[C@@H:52]2[N:48]([C:49](=[O:66])[N:1]([C:4]3[CH:13]=[CH:12][C:11]([C:14]#[N:15])=[C:10]4[C:5]=3[CH:6]=[CH:7][CH:8]=[N:9]4)[C:51]2=[O:53])[CH2:47][CH2:46]1.